Dataset: Catalyst prediction with 721,799 reactions and 888 catalyst types from USPTO. Task: Predict which catalyst facilitates the given reaction. (1) Reactant: C[O:2][C:3](=[O:20])[CH2:4][CH2:5][C:6](=[O:19])[C:7]1[CH:12]=[CH:11][CH:10]=[C:9]([C:13]2[CH:18]=[CH:17][CH:16]=[CH:15][CH:14]=2)[N:8]=1.O[Li].O. Product: [O:19]=[C:6]([C:7]1[CH:12]=[CH:11][CH:10]=[C:9]([C:13]2[CH:18]=[CH:17][CH:16]=[CH:15][CH:14]=2)[N:8]=1)[CH2:5][CH2:4][C:3]([OH:20])=[O:2]. The catalyst class is: 30. (2) Reactant: [F:1][C:2]1[CH:3]=[C:4]([NH2:17])[C:5]([NH2:16])=[CH:6][C:7]=1[N:8]1[CH2:14][CH2:13][CH2:12][N:11]([CH3:15])[CH2:10][CH2:9]1.C(N(CC)CC)C.C1[C:37]2[C:36](=[O:38])[C:35]3C(=CC=CC=3)C=2C(C(Cl)=O)=CC=1. Product: [CH:36]([O:38][CH:13]([CH3:12])[CH3:14])([CH3:37])[CH3:35].[NH2:16][C:5]1[CH:6]=[C:7]([N:8]2[CH2:14][CH2:13][CH2:12][N:11]([CH3:15])[CH2:10][CH2:9]2)[C:2]([F:1])=[CH:3][C:4]=1[NH-:17]. The catalyst class is: 4. (3) Reactant: Cl[C:2]1[C:7]([C:8]([O:10][CH2:11][CH3:12])=[O:9])=[CH:6][N:5]=[C:4]2[N:13]([CH2:16][CH3:17])[N:14]=[CH:15][C:3]=12.[CH:18]1([NH2:23])[CH2:22][CH2:21][CH2:20][CH2:19]1.C(N(CC)CC)C. Product: [CH:18]1([NH:23][C:2]2[C:7]([C:8]([O:10][CH2:11][CH3:12])=[O:9])=[CH:6][N:5]=[C:4]3[N:13]([CH2:16][CH3:17])[N:14]=[CH:15][C:3]=23)[CH2:22][CH2:21][CH2:20][CH2:19]1. The catalyst class is: 8. (4) Reactant: [CH:1]([O:4][C:5]([N:7]1[CH2:12][CH2:11][CH:10]([O:13][C:14]2[C:19]([O:20][CH3:21])=[C:18]([NH:22][C:23]3[C:24]([CH3:33])=[N:25][C:26]([CH2:29][C:30](O)=[O:31])=[CH:27][CH:28]=3)[N:17]=[CH:16][N:15]=2)[CH2:9][CH2:8]1)=[O:6])([CH3:3])[CH3:2].[H-].[Al+3].[Li+].[H-].[H-].[H-]. Product: [CH:1]([O:4][C:5]([N:7]1[CH2:12][CH2:11][CH:10]([O:13][C:14]2[C:19]([O:20][CH3:21])=[C:18]([NH:22][C:23]3[C:24]([CH3:33])=[N:25][C:26]([CH2:29][CH2:30][OH:31])=[CH:27][CH:28]=3)[N:17]=[CH:16][N:15]=2)[CH2:9][CH2:8]1)=[O:6])([CH3:2])[CH3:3]. The catalyst class is: 1. (5) Reactant: [CH3:1][S:2][CH2:3][C@H:4]1[O:8][C:7](=[O:9])[N:6]([NH:10]C(=O)OC(C)(C)C)[CH2:5]1.O1CCOCC1.C(OC(C)C)(C)C.[ClH:31]. Product: [ClH:31].[NH2:10][N:6]1[CH2:5][C@@H:4]([CH2:3][S:2][CH3:1])[O:8][C:7]1=[O:9]. The catalyst class is: 1. (6) The catalyst class is: 9. Reactant: [Cl:1][C:2]1[CH:7]=[CH:6][C:5]([C:8]2[N:13]=[C:12]([C:14]([OH:16])=O)[CH:11]=[N:10][C:9]=2[O:17][C@@H:18]([CH3:23])[C:19]([F:22])([F:21])[F:20])=[CH:4][CH:3]=1.C(N(C(C)C)C(C)C)C.Cl.[CH3:34][O:35]/[N:36]=[C:37](\[CH:40]1[CH2:42][CH2:41]1)/[CH2:38][NH2:39]. Product: [Cl:1][C:2]1[CH:7]=[CH:6][C:5]([C:8]2[N:13]=[C:12]([C:14]([NH:39][CH2:38]/[C:37](/[CH:40]3[CH2:42][CH2:41]3)=[N:36]/[O:35][CH3:34])=[O:16])[CH:11]=[N:10][C:9]=2[O:17][C@@H:18]([CH3:23])[C:19]([F:22])([F:20])[F:21])=[CH:4][CH:3]=1.